Dataset: Catalyst prediction with 721,799 reactions and 888 catalyst types from USPTO. Task: Predict which catalyst facilitates the given reaction. (1) Reactant: [H-].[Na+].[CH:3]1([CH2:9][CH2:10][CH2:11][C@@H:12]([C:21]2[O:25][N:24]=[C:23]([CH2:26][OH:27])[N:22]=2)[CH2:13][C:14]([O:16][C:17]([CH3:20])([CH3:19])[CH3:18])=[O:15])[CH2:8][CH2:7][CH2:6][CH2:5][CH2:4]1.[C:28]1([CH3:38])[CH:33]=[CH:32][C:31]([S:34](Cl)(=[O:36])=[O:35])=[CH:30][CH:29]=1. Product: [CH:3]1([CH2:9][CH2:10][CH2:11][C@@H:12]([C:21]2[O:25][N:24]=[C:23]([CH2:26][O:27][S:34]([C:31]3[CH:32]=[CH:33][C:28]([CH3:38])=[CH:29][CH:30]=3)(=[O:36])=[O:35])[N:22]=2)[CH2:13][C:14]([O:16][C:17]([CH3:20])([CH3:19])[CH3:18])=[O:15])[CH2:4][CH2:5][CH2:6][CH2:7][CH2:8]1. The catalyst class is: 7. (2) Reactant: C1C=C(Cl)C=C(C(OO)=[O:9])C=1.[N:12]1([C:18]([O:20][CH2:21][C:22]2[CH:27]=[CH:26][CH:25]=[CH:24][CH:23]=2)=[O:19])[CH2:17][CH:16]=[CH:15][CH2:14][CH2:13]1. Product: [CH:16]12[O:9][CH:15]1[CH2:14][CH2:13][N:12]([C:18]([O:20][CH2:21][C:22]1[CH:23]=[CH:24][CH:25]=[CH:26][CH:27]=1)=[O:19])[CH2:17]2. The catalyst class is: 2.